From a dataset of Reaction yield outcomes from USPTO patents with 853,638 reactions. Predict the reaction yield, written as a fraction of the theoretical maximum amount of product (1.0 means a 100% yield; for example, 0.34 means a 34% yield). The reactants are [N:1]1[CH:6]=[CH:5][CH:4]=[CH:3][C:2]=1[C:7]1[C:11]([CH2:12][O:13][C:14]2[CH:22]=[CH:21][C:17]([C:18]([OH:20])=O)=[CH:16][N:15]=2)=[CH:10][O:9][N:8]=1.[F:23][C:24]([F:28])([F:27])[CH2:25][NH2:26]. No catalyst specified. The product is [N:1]1[CH:6]=[CH:5][CH:4]=[CH:3][C:2]=1[C:7]1[C:11]([CH2:12][O:13][C:14]2[CH:22]=[CH:21][C:17]([C:18]([NH:26][CH2:25][C:24]([F:28])([F:27])[F:23])=[O:20])=[CH:16][N:15]=2)=[CH:10][O:9][N:8]=1. The yield is 0.650.